Dataset: Forward reaction prediction with 1.9M reactions from USPTO patents (1976-2016). Task: Predict the product of the given reaction. (1) Given the reactants [C:1]1([CH:7]([C:9]2[N:13]=[C:12]([C@H:14]3[CH2:18][CH2:17][C@H:16]([NH:19][C:20]4[N:25]=[CH:24][N:23]=[C:22]5[NH:26][N:27]=[CH:28][C:21]=45)[CH2:15]3)[O:11][N:10]=2)O)[CH:6]=[CH:5][CH:4]=[CH:3][CH:2]=1.CCN(S(F)(F)[F:35])CC.Cl, predict the reaction product. The product is: [F:35][CH:7]([C:1]1[CH:6]=[CH:5][CH:4]=[CH:3][CH:2]=1)[C:9]1[N:13]=[C:12]([C@H:14]2[CH2:18][CH2:17][C@H:16]([NH:19][C:20]3[N:25]=[CH:24][N:23]=[C:22]4[NH:26][N:27]=[CH:28][C:21]=34)[CH2:15]2)[O:11][N:10]=1. (2) Given the reactants CN(C)CCN(C)C.C([Li])(CC)C.[CH2:14]([N:16]([CH2:26][CH3:27])[C:17](=[O:25])[C:18]1[CH:23]=[CH:22][C:21]([F:24])=[CH:20][CH:19]=1)[CH3:15].[B:28](OC)([O:31]C)[O:29]C, predict the reaction product. The product is: [CH2:26]([N:16]([CH2:14][CH3:15])[C:17]([C:18]1[CH:23]=[CH:22][C:21]([F:24])=[CH:20][C:19]=1[B:28]([OH:31])[OH:29])=[O:25])[CH3:27]. (3) Given the reactants [N:1]1([C:6]2[CH:31]=[CH:30][C:9]([CH2:10][C:11]3[C:12]([Cl:29])=[CH:13][C:14](OS(C(F)(F)F)(=O)=O)=[C:15]([CH:20]=3)[C:16]([O:18][CH3:19])=[O:17])=[CH:8][CH:7]=2)[CH:5]=[CH:4][CH:3]=[N:2]1.[CH2:32](C([Sn])=C(CCCC)CCCC)[CH2:33]CC.[Cl-].[Li+].[F-].[K+], predict the reaction product. The product is: [N:1]1([C:6]2[CH:31]=[CH:30][C:9]([CH2:10][C:11]3[C:12]([Cl:29])=[CH:13][C:14]([CH:32]=[CH2:33])=[C:15]([CH:20]=3)[C:16]([O:18][CH3:19])=[O:17])=[CH:8][CH:7]=2)[CH:5]=[CH:4][CH:3]=[N:2]1. (4) Given the reactants [Cl:1][C:2]1[CH:11]=[C:10]2[C:5]([CH2:6][CH:7]([CH:12]([CH3:14])[CH3:13])[N:8]=[CH:9]2)=[CH:4][C:3]=1[O:15][CH2:16][CH2:17][CH2:18][O:19][CH3:20].C(O[CH:24]=[C:25]([C:31](=[O:33])[CH3:32])[C:26]([O:28][CH2:29][CH3:30])=[O:27])C, predict the reaction product. The product is: [Cl:1][C:2]1[C:3]([O:15][CH2:16][CH2:17][CH2:18][O:19][CH3:20])=[CH:4][C:5]2[CH2:6][CH:7]([CH:12]([CH3:13])[CH3:14])[N:8]3[CH:9]([CH2:32][C:31](=[O:33])[C:25]([C:26]([O:28][CH2:29][CH3:30])=[O:27])=[CH:24]3)[C:10]=2[CH:11]=1.